This data is from NCI-60 drug combinations with 297,098 pairs across 59 cell lines. The task is: Regression. Given two drug SMILES strings and cell line genomic features, predict the synergy score measuring deviation from expected non-interaction effect. (1) Drug 1: CC1OCC2C(O1)C(C(C(O2)OC3C4COC(=O)C4C(C5=CC6=C(C=C35)OCO6)C7=CC(=C(C(=C7)OC)O)OC)O)O. Drug 2: C1=CC(=CC=C1C#N)C(C2=CC=C(C=C2)C#N)N3C=NC=N3. Cell line: HOP-62. Synergy scores: CSS=24.3, Synergy_ZIP=-0.324, Synergy_Bliss=-1.99, Synergy_Loewe=-15.2, Synergy_HSA=-1.79. (2) Drug 1: C1CCC(C(C1)N)N.C(=O)(C(=O)[O-])[O-].[Pt+4]. Drug 2: C1C(C(OC1N2C=NC3=C2NC=NCC3O)CO)O. Cell line: A498. Synergy scores: CSS=25.1, Synergy_ZIP=0.832, Synergy_Bliss=0.0390, Synergy_Loewe=-5.90, Synergy_HSA=0.470. (3) Drug 1: C1C(C(OC1N2C=NC3=C2NC=NCC3O)CO)O. Drug 2: CC12CCC3C(C1CCC2OP(=O)(O)O)CCC4=C3C=CC(=C4)OC(=O)N(CCCl)CCCl.[Na+]. Cell line: PC-3. Synergy scores: CSS=6.67, Synergy_ZIP=2.94, Synergy_Bliss=7.68, Synergy_Loewe=3.49, Synergy_HSA=2.83.